From a dataset of Full USPTO retrosynthesis dataset with 1.9M reactions from patents (1976-2016). Predict the reactants needed to synthesize the given product. (1) Given the product [N:3]1([CH2:9][CH2:10][CH2:11][CH2:12][C:13]([O:15][CH3:16])=[O:14])[CH:7]=[CH:6][N:5]=[CH:4]1, predict the reactants needed to synthesize it. The reactants are: [H-].[Na+].[NH:3]1[CH:7]=[CH:6][N:5]=[CH:4]1.Br[CH2:9][CH2:10][CH2:11][CH2:12][C:13]([O:15][CH3:16])=[O:14].O. (2) Given the product [Br:1][C:2]1[C:3]([N:17]2[CH2:22][CH2:21][CH:20]([CH2:23][OH:24])[CH2:19][CH2:18]2)=[N:4][C:5]([Cl:8])=[N:6][CH:7]=1, predict the reactants needed to synthesize it. The reactants are: [Br:1][C:2]1[C:3](Cl)=[N:4][C:5]([Cl:8])=[N:6][CH:7]=1.C(N(CC)CC)C.[NH:17]1[CH2:22][CH2:21][CH:20]([CH2:23][OH:24])[CH2:19][CH2:18]1.O. (3) The reactants are: [CH2:1]([O:8][C:9]1[CH:14]=[CH:13][C:12]([NH:15][C:16]2[C:21]([N+:22]([O-])=O)=[CH:20][C:19]([Br:25])=[CH:18][N:17]=2)=[CH:11][CH:10]=1)[C:2]1[CH:7]=[CH:6][CH:5]=[CH:4][CH:3]=1.O.O.[Sn](Cl)Cl.C(=O)(O)[O-].[Na+]. Given the product [CH2:1]([O:8][C:9]1[CH:14]=[CH:13][C:12]([NH:15][C:16]2[C:21]([NH2:22])=[CH:20][C:19]([Br:25])=[CH:18][N:17]=2)=[CH:11][CH:10]=1)[C:2]1[CH:3]=[CH:4][CH:5]=[CH:6][CH:7]=1, predict the reactants needed to synthesize it. (4) The reactants are: [F:1][CH2:2][C:3]([CH2:7][F:8])([OH:6])[C:4]#[CH:5].[C:9]1([S:15](Cl)(=[O:17])=[O:16])[CH:14]=[CH:13][CH:12]=[CH:11][CH:10]=1.[H-].[Na+].CCCCCC.CCOCC. Given the product [C:9]1([S:15]([O:6][C:3]([CH2:7][F:8])([C:4]#[CH:5])[CH2:2][F:1])(=[O:17])=[O:16])[CH:14]=[CH:13][CH:12]=[CH:11][CH:10]=1, predict the reactants needed to synthesize it.